From a dataset of Full USPTO retrosynthesis dataset with 1.9M reactions from patents (1976-2016). Predict the reactants needed to synthesize the given product. Given the product [Cl:3][C:4]1[CH:9]=[CH:8][C:7]([CH:10]([CH2:14][CH3:15])[C:11]#[N:12])=[CH:6][CH:5]=1, predict the reactants needed to synthesize it. The reactants are: [H-].[Na+].[Cl:3][C:4]1[CH:9]=[CH:8][C:7]([CH2:10][C:11]#[N:12])=[CH:6][CH:5]=1.Br[CH2:14][CH3:15].